From a dataset of Reaction yield outcomes from USPTO patents with 853,638 reactions. Predict the reaction yield, written as a fraction of the theoretical maximum amount of product (1.0 means a 100% yield; for example, 0.34 means a 34% yield). (1) The reactants are [CH3:1][O:2][C:3](=[O:13])[C:4]1[CH:9]=[C:8]([OH:10])[C:7]([OH:11])=[C:6]([OH:12])[CH:5]=1.[CH3:14]OS(OC)(=O)=O.[OH-].[Na+].OS(O)(=O)=O. The catalyst is O. The product is [OH:12][C:6]1[CH:5]=[C:4]([CH:9]=[C:8]([O:10][CH3:14])[C:7]=1[OH:11])[C:3]([O:2][CH3:1])=[O:13]. The yield is 0.470. (2) The reactants are [F:1][C:2]([F:14])([F:13])[C:3]1[N:8]=[C:7]([OH:9])[CH:6]=[CH:5][C:4]=1[N+:10]([O-:12])=[O:11].[Cl:15][C:16]1[CH:21]=[CH:20][CH:19]=[C:18]([Cl:22])[C:17]=1[C:23]1[C:27]([CH2:28]O)=[C:26]([CH:30]([CH3:32])[CH3:31])[O:25][N:24]=1.C1(P(C2C=CC=CC=2)C2C=CC=CC=2)C=CC=CC=1. The catalyst is C1C=CC=CC=1. The product is [Cl:22][C:18]1[CH:19]=[CH:20][CH:21]=[C:16]([Cl:15])[C:17]=1[C:23]1[C:27]([CH2:28][O:9][C:7]2[N:8]=[C:3]([C:2]([F:1])([F:13])[F:14])[C:4]([N+:10]([O-:12])=[O:11])=[CH:5][CH:6]=2)=[C:26]([CH:30]([CH3:32])[CH3:31])[O:25][N:24]=1. The yield is 0.730. (3) The reactants are [F:1][C:2]([F:23])([F:22])[C:3]1[CH:8]=[CH:7][C:6]([C:9]2[C:13]3[CH:14]=[CH:15][C:16]([CH2:18][CH2:19][CH2:20][OH:21])=[CH:17][C:12]=3[S:11][N:10]=2)=[CH:5][CH:4]=1.[CH3:24][S:25](Cl)(=[O:27])=[O:26].C(N(CC)CC)C. The catalyst is C(Cl)Cl. The product is [F:23][C:2]([F:1])([F:22])[C:3]1[CH:4]=[CH:5][C:6]([C:9]2[C:13]3[CH:14]=[CH:15][C:16]([CH2:18][CH2:19][CH2:20][O:21][S:25]([CH3:24])(=[O:27])=[O:26])=[CH:17][C:12]=3[S:11][N:10]=2)=[CH:7][CH:8]=1. The yield is 0.790. (4) The reactants are [H-].[Na+].[N:3]1[CH:8]=[CH:7][N:6]=[CH:5][C:4]=1[CH2:9][OH:10].[CH:11]([CH:14]1[C:19]2[N:20]=[CH:21][NH:22][C:18]=2[CH2:17][CH2:16][N:15]1[C:23](OCC(Cl)(Cl)Cl)=[O:24])([CH3:13])[CH3:12]. The catalyst is C1COCC1. The product is [CH:11]([CH:14]1[C:19]2[N:20]=[CH:21][NH:22][C:18]=2[CH2:17][CH2:16][N:15]1[C:23]([O:10][CH2:9][C:4]1[CH:5]=[N:6][CH:7]=[CH:8][N:3]=1)=[O:24])([CH3:13])[CH3:12]. The yield is 0.104. (5) The reactants are [S:1]1[C:5]2[CH:6]=[CH:7][CH:8]=[CH:9][C:4]=2[N:3]=[CH:2]1.C([Li])CCC.[CH3:15][C:16]([CH3:20])([CH3:19])[CH:17]=[O:18].O. The catalyst is O1CCCC1.CCCCCC. The product is [S:1]1[C:5]2[CH:6]=[CH:7][CH:8]=[CH:9][C:4]=2[N:3]=[C:2]1[CH:17]([OH:18])[C:16]([CH3:20])([CH3:19])[CH3:15]. The yield is 0.690. (6) The reactants are [Cl:1][C:2]1[CH:7]=[C:6]([N+:8]([O-])=O)[C:5]([F:11])=[CH:4][N+:3]=1[O-].C(Cl)Cl.CCOC(C)=O. The catalyst is [Ni].C(O)C. The product is [NH2:8][C:6]1[C:5]([F:11])=[CH:4][N:3]=[C:2]([Cl:1])[CH:7]=1. The yield is 0.910.